This data is from Experimental lipophilicity measurements (octanol/water distribution) for 4,200 compounds from AstraZeneca. The task is: Regression/Classification. Given a drug SMILES string, predict its absorption, distribution, metabolism, or excretion properties. Task type varies by dataset: regression for continuous measurements (e.g., permeability, clearance, half-life) or binary classification for categorical outcomes (e.g., BBB penetration, CYP inhibition). For this dataset (lipophilicity_astrazeneca), we predict Y. (1) The compound is CNc1cccc(CCOc2ccc(C[C@H](NC(=O)c3c(Cl)cccc3Cl)C(=O)O)cc2)n1. The Y is -0.150 logD. (2) The drug is COc1cc(N2CCN(CCS(C)(=O)=O)CC2)ccc1Nc1ncc(Cl)c(-c2cnc3ccccn23)n1. The Y is 3.10 logD. (3) The molecule is CN(C)c1nc(N[C@H]2CC[C@@H](NC(=O)c3ccc(F)c(F)c3)CC2)nc2ccccc12. The Y is 3.13 logD. (4) The molecule is CCN1CCC[C@H](CN2CCN(C(=O)Nc3ccc(Cl)c(Cl)c3)CC2)C1. The Y is 1.86 logD. (5) The drug is CC1(C)C(=O)Nc2ccccc21. The Y is 2.30 logD. (6) The compound is CC[C@H](NC(=O)c1c(CS(C)(=O)=O)c(-c2ccccc2)nc2ccccc12)c1ccccc1. The Y is 3.25 logD. (7) The drug is O=C(Nc1nc2c(=O)[nH]cnc2s1)c1ccccc1. The Y is 1.94 logD. (8) The compound is Nc1cc(C(=O)Nc2cccc(-c3nnn[nH]3)c2)cc(C(F)(F)F)c1. The Y is 0.200 logD.